From a dataset of NCI-60 drug combinations with 297,098 pairs across 59 cell lines. Regression. Given two drug SMILES strings and cell line genomic features, predict the synergy score measuring deviation from expected non-interaction effect. (1) Drug 1: C1CCN(CC1)CCOC2=CC=C(C=C2)C(=O)C3=C(SC4=C3C=CC(=C4)O)C5=CC=C(C=C5)O. Drug 2: C#CCC(CC1=CN=C2C(=N1)C(=NC(=N2)N)N)C3=CC=C(C=C3)C(=O)NC(CCC(=O)O)C(=O)O. Cell line: MDA-MB-435. Synergy scores: CSS=-10.0, Synergy_ZIP=7.38, Synergy_Bliss=5.01, Synergy_Loewe=-3.60, Synergy_HSA=-6.32. (2) Drug 1: CCC1(CC2CC(C3=C(CCN(C2)C1)C4=CC=CC=C4N3)(C5=C(C=C6C(=C5)C78CCN9C7C(C=CC9)(C(C(C8N6C=O)(C(=O)OC)O)OC(=O)C)CC)OC)C(=O)OC)O.OS(=O)(=O)O. Drug 2: COC1=C2C(=CC3=C1OC=C3)C=CC(=O)O2. Cell line: HCT-15. Synergy scores: CSS=-6.00, Synergy_ZIP=-1.09, Synergy_Bliss=-7.37, Synergy_Loewe=-14.2, Synergy_HSA=-9.40. (3) Drug 1: CC1=CC2C(CCC3(C2CCC3(C(=O)C)OC(=O)C)C)C4(C1=CC(=O)CC4)C. Drug 2: C1=CC(=CC=C1CCCC(=O)O)N(CCCl)CCCl. Cell line: UACC62. Synergy scores: CSS=19.2, Synergy_ZIP=-9.85, Synergy_Bliss=-6.51, Synergy_Loewe=-13.3, Synergy_HSA=-6.63. (4) Drug 1: CC1=C2C(C(=O)C3(C(CC4C(C3C(C(C2(C)C)(CC1OC(=O)C(C(C5=CC=CC=C5)NC(=O)OC(C)(C)C)O)O)OC(=O)C6=CC=CC=C6)(CO4)OC(=O)C)OC)C)OC. Drug 2: CCC(=C(C1=CC=CC=C1)C2=CC=C(C=C2)OCCN(C)C)C3=CC=CC=C3.C(C(=O)O)C(CC(=O)O)(C(=O)O)O. Cell line: SF-295. Synergy scores: CSS=60.2, Synergy_ZIP=15.6, Synergy_Bliss=15.9, Synergy_Loewe=-20.8, Synergy_HSA=17.2. (5) Drug 1: C1=CC(=C2C(=C1NCCNCCO)C(=O)C3=C(C=CC(=C3C2=O)O)O)NCCNCCO. Drug 2: CC=C1C(=O)NC(C(=O)OC2CC(=O)NC(C(=O)NC(CSSCCC=C2)C(=O)N1)C(C)C)C(C)C. Cell line: NCI-H522. Synergy scores: CSS=80.4, Synergy_ZIP=4.59, Synergy_Bliss=4.47, Synergy_Loewe=2.31, Synergy_HSA=8.18. (6) Cell line: UACC62. Synergy scores: CSS=6.50, Synergy_ZIP=-4.18, Synergy_Bliss=0.893, Synergy_Loewe=-9.72, Synergy_HSA=-1.16. Drug 1: C1CCN(CC1)CCOC2=CC=C(C=C2)C(=O)C3=C(SC4=C3C=CC(=C4)O)C5=CC=C(C=C5)O. Drug 2: CC1CCC2CC(C(=CC=CC=CC(CC(C(=O)C(C(C(=CC(C(=O)CC(OC(=O)C3CCCCN3C(=O)C(=O)C1(O2)O)C(C)CC4CCC(C(C4)OC)OCCO)C)C)O)OC)C)C)C)OC. (7) Drug 1: COC1=C(C=C2C(=C1)N=CN=C2NC3=CC(=C(C=C3)F)Cl)OCCCN4CCOCC4. Drug 2: CC1=C(N=C(N=C1N)C(CC(=O)N)NCC(C(=O)N)N)C(=O)NC(C(C2=CN=CN2)OC3C(C(C(C(O3)CO)O)O)OC4C(C(C(C(O4)CO)O)OC(=O)N)O)C(=O)NC(C)C(C(C)C(=O)NC(C(C)O)C(=O)NCCC5=NC(=CS5)C6=NC(=CS6)C(=O)NCCC[S+](C)C)O. Cell line: A498. Synergy scores: CSS=34.8, Synergy_ZIP=1.81, Synergy_Bliss=3.38, Synergy_Loewe=3.58, Synergy_HSA=3.85. (8) Drug 1: CN1CCC(CC1)COC2=C(C=C3C(=C2)N=CN=C3NC4=C(C=C(C=C4)Br)F)OC. Drug 2: CC12CCC3C(C1CCC2OP(=O)(O)O)CCC4=C3C=CC(=C4)OC(=O)N(CCCl)CCCl.[Na+]. Cell line: HS 578T. Synergy scores: CSS=-0.987, Synergy_ZIP=3.31, Synergy_Bliss=1.37, Synergy_Loewe=-5.76, Synergy_HSA=-5.25. (9) Drug 1: C1CCN(CC1)CCOC2=CC=C(C=C2)C(=O)C3=C(SC4=C3C=CC(=C4)O)C5=CC=C(C=C5)O. Drug 2: C(CC(=O)O)C(=O)CN.Cl. Cell line: SNB-19. Synergy scores: CSS=9.07, Synergy_ZIP=-3.12, Synergy_Bliss=0.673, Synergy_Loewe=0.744, Synergy_HSA=0.832. (10) Drug 1: COC1=CC(=CC(=C1O)OC)C2C3C(COC3=O)C(C4=CC5=C(C=C24)OCO5)OC6C(C(C7C(O6)COC(O7)C8=CC=CS8)O)O. Drug 2: C1CN(P(=O)(OC1)NCCCl)CCCl. Cell line: HL-60(TB). Synergy scores: CSS=35.1, Synergy_ZIP=-5.78, Synergy_Bliss=-9.60, Synergy_Loewe=-51.1, Synergy_HSA=-10.6.